Dataset: Catalyst prediction with 721,799 reactions and 888 catalyst types from USPTO. Task: Predict which catalyst facilitates the given reaction. (1) Reactant: Br[C:2]1[CH:3]=[CH:4][C:5]2[O:9][CH2:8][C:7]([CH3:11])([CH3:10])[C:6]=2[CH:12]=1.[Li]CCCC.[CH:18](=[O:20])[CH3:19].Cl. Product: [CH3:10][C:7]1([CH3:11])[C:6]2[CH:12]=[C:2]([CH:18]([OH:20])[CH3:19])[CH:3]=[CH:4][C:5]=2[O:9][CH2:8]1. The catalyst class is: 1. (2) Reactant: [S:1]1[C:5]([C:6]([C:9]2[CH:17]=[C:16]([O:18][CH3:19])[CH:15]=[CH:14][C:10]=2[C:11]([OH:13])=O)([CH3:8])[CH3:7])=[CH:4][C:3]2[CH:20]=[CH:21][CH:22]=[CH:23][C:2]1=2. Product: [CH3:19][O:18][C:16]1[CH:17]=[C:9]2[C:10](=[CH:14][CH:15]=1)[C:11](=[O:13])[C:4]1[C:3]3[CH:20]=[CH:21][CH:22]=[CH:23][C:2]=3[S:1][C:5]=1[C:6]2([CH3:7])[CH3:8]. The catalyst class is: 6. (3) Reactant: [NH2:1][C:2]1[CH:3]=[C:4]([C:8]2[N:13]=[C:12]([NH2:14])[N:11]=[C:10]([NH:15][CH3:16])[CH:9]=2)[CH:5]=[CH:6][CH:7]=1.C(N(CC)CC)C.[CH:24]([S:26](Cl)(=[O:28])=[O:27])=[CH2:25]. Product: [NH2:14][C:12]1[N:13]=[C:8]([C:4]2[CH:3]=[C:2]([NH:1][S:26]([CH:24]=[CH2:25])(=[O:28])=[O:27])[CH:7]=[CH:6][CH:5]=2)[CH:9]=[C:10]([NH:15][CH3:16])[N:11]=1. The catalyst class is: 10.